Dataset: NCI-60 drug combinations with 297,098 pairs across 59 cell lines. Task: Regression. Given two drug SMILES strings and cell line genomic features, predict the synergy score measuring deviation from expected non-interaction effect. Drug 1: CC(CN1CC(=O)NC(=O)C1)N2CC(=O)NC(=O)C2. Drug 2: C1CCC(C(C1)N)N.C(=O)(C(=O)[O-])[O-].[Pt+4]. Cell line: HOP-92. Synergy scores: CSS=20.2, Synergy_ZIP=-8.29, Synergy_Bliss=-5.18, Synergy_Loewe=-3.45, Synergy_HSA=-1.17.